Dataset: Catalyst prediction with 721,799 reactions and 888 catalyst types from USPTO. Task: Predict which catalyst facilitates the given reaction. The catalyst class is: 2. Reactant: [CH3:1][C:2]([CH3:18])([C:10]([C:12]1[CH:17]=[CH:16][CH:15]=[CH:14][CH:13]=1)=[CH2:11])[C:3]([O:5]C(C)(C)C)=[O:4].FC(F)(F)C(O)=O. Product: [CH3:1][C:2]([CH3:18])([C:10]([C:12]1[CH:13]=[CH:14][CH:15]=[CH:16][CH:17]=1)=[CH2:11])[C:3]([OH:5])=[O:4].